From a dataset of Full USPTO retrosynthesis dataset with 1.9M reactions from patents (1976-2016). Predict the reactants needed to synthesize the given product. (1) Given the product [NH2:2][CH2:1][C:3]1[CH:4]=[CH:5][C:6]([C:7]([NH:20][C:17]2[CH:18]=[CH:19][C:14]([O:13][CH3:12])=[CH:15][C:16]=2[NH2:21])=[O:9])=[CH:10][CH:11]=1, predict the reactants needed to synthesize it. The reactants are: [C:1]([C:3]1[CH:11]=[CH:10][C:6]([C:7]([OH:9])=O)=[CH:5][CH:4]=1)#[N:2].[CH3:12][O:13][C:14]1[CH:19]=[CH:18][C:17]([NH2:20])=[C:16]([NH2:21])[CH:15]=1. (2) The reactants are: [Br:1][C:2]1[C:7]2[N:8]([CH3:12])[C:9](=O)[NH:10][C:6]=2[CH:5]=[CH:4][CH:3]=1.[Cl:13][C:14]1[CH:20]=[C:19]([CH3:21])[C:17]([NH2:18])=[C:16]([O:22][CH3:23])[CH:15]=1. Given the product [Br:1][C:2]1[C:7]2[N:8]([CH3:12])[C:9]([NH:18][C:17]3[C:19]([CH3:21])=[CH:20][C:14]([Cl:13])=[CH:15][C:16]=3[O:22][CH3:23])=[N:10][C:6]=2[CH:5]=[CH:4][CH:3]=1, predict the reactants needed to synthesize it.